From a dataset of Forward reaction prediction with 1.9M reactions from USPTO patents (1976-2016). Predict the product of the given reaction. Given the reactants [F:1][C:2]1[CH:9]=[CH:8][C:5]([CH:6]=O)=[CH:4][C:3]=1[CH3:10].[C:11]([NH:14][NH2:15])([NH2:13])=[NH:12].[ClH:16], predict the reaction product. The product is: [ClH:16].[F:1][C:2]1[CH:9]=[CH:8][C:5]([CH:6]=[N:15][NH:14][C:11]([NH2:13])=[NH:12])=[CH:4][C:3]=1[CH3:10].